Predict the reactants needed to synthesize the given product. From a dataset of Full USPTO retrosynthesis dataset with 1.9M reactions from patents (1976-2016). (1) Given the product [CH3:5][C:4]([CH3:7])([Si:1]([CH3:3])([CH3:2])[O:8][CH2:9][C@H:10]([C:22]1[S:21][CH:25]=[CH:24][CH:23]=1)[NH:11][S+:12]([O-:13])[C:14]([CH3:17])([CH3:16])[CH3:15])[CH3:6], predict the reactants needed to synthesize it. The reactants are: [Si:1]([O:8][CH2:9]/[CH:10]=[N:11]/[S:12]([C:14]([CH3:17])([CH3:16])[CH3:15])=[O:13])([C:4]([CH3:7])([CH3:6])[CH3:5])([CH3:3])[CH3:2].C(Cl)Cl.[S:21]1[CH:25]=[CH:24][CH:23]=[C:22]1[Li].CO. (2) Given the product [C:37]([C:32]1[CH:33]=[C:34]2[C:29](=[C:30]([F:41])[CH:31]=1)[C:28](=[O:42])[N:27]([C:7]1[C:6]([CH2:5][OH:4])=[C:11]([C:12]3[CH:17]=[C:16]([NH:18][C:19]4[N:23]([CH3:24])[N:22]=[N:21][CH:20]=4)[C:15](=[O:25])[N:14]([CH3:26])[CH:13]=3)[CH:10]=[CH:9][N:8]=1)[N:36]=[CH:35]2)([CH3:40])([CH3:38])[CH3:39], predict the reactants needed to synthesize it. The reactants are: C([O:4][CH2:5][C:6]1[C:7]([N:27]2[N:36]=[CH:35][C:34]3[C:29](=[C:30]([F:41])[CH:31]=[C:32]([C:37]([CH3:40])([CH3:39])[CH3:38])[CH:33]=3)[C:28]2=[O:42])=[N:8][CH:9]=[CH:10][C:11]=1[C:12]1[CH:17]=[C:16]([NH:18][C:19]2[N:23]([CH3:24])[N:22]=[N:21][CH:20]=2)[C:15](=[O:25])[N:14]([CH3:26])[CH:13]=1)(=O)C.[OH-].[Li+]. (3) Given the product [CH:2]1([C:8]2[C:16]3[C:11](=[CH:12][C:13]([C:17]([O:19][CH3:20])=[O:18])=[CH:14][CH:15]=3)[NH:10][C:9]=2[C:21]2[CH:26]=[CH:25][C:24]([O:27][CH3:28])=[CH:23][C:22]=2[OH:29])[CH2:7][CH2:6][CH2:5][CH2:4][CH2:3]1, predict the reactants needed to synthesize it. The reactants are: Cl.[CH:2]1([C:8]2[C:16]3[C:11](=[CH:12][C:13]([C:17]([O:19][CH3:20])=[O:18])=[CH:14][CH:15]=3)[NH:10][C:9]=2[C:21]2[CH:26]=[CH:25][C:24]([O:27][CH3:28])=[CH:23][C:22]=2[O:29]COC)[CH2:7][CH2:6][CH2:5][CH2:4][CH2:3]1.